From a dataset of Catalyst prediction with 721,799 reactions and 888 catalyst types from USPTO. Predict which catalyst facilitates the given reaction. (1) Reactant: Cl.Cl.[Cl:3][C:4]1[CH:5]=[C:6](/[CH:16]=[CH:17]/[C:18]([O:20][CH2:21][CH3:22])=[O:19])[CH:7]=[N:8][C:9]=1[NH:10][C@@H:11]1[CH2:15][CH2:14][NH:13][CH2:12]1.Cl[C:24]1[N:29]=[CH:28][CH:27]=[CH:26][N:25]=1.C(N(CC)C(C)C)(C)C.CCOC(C)=O. Product: [Cl:3][C:4]1[CH:5]=[C:6](/[CH:16]=[CH:17]/[C:18]([O:20][CH2:21][CH3:22])=[O:19])[CH:7]=[N:8][C:9]=1[NH:10][C@@H:11]1[CH2:15][CH2:14][N:13]([C:24]2[N:29]=[CH:28][CH:27]=[CH:26][N:25]=2)[CH2:12]1. The catalyst class is: 18. (2) Reactant: [C:1]1([C:7]2[C:8]([C:26]3[CH:31]=[CH:30][C:29]([C:32]4([NH:40]C(=O)OC(C)(C)C)[CH2:35][C:34]5([O:39][CH2:38][CH2:37][O:36]5)[CH2:33]4)=[CH:28][CH:27]=3)=[N:9][C:10]3[CH:11]=[CH:12][N:13]4[C:19]([C:20]5[N:25]=[CH:24][CH:23]=[CH:22][N:21]=5)=[N:18][N:17]=[C:14]4[C:15]=3[CH:16]=2)[CH:6]=[CH:5][CH:4]=[CH:3][CH:2]=1.C(O)(C(F)(F)F)=O. Product: [C:1]1([C:7]2[C:8]([C:26]3[CH:27]=[CH:28][C:29]([C:32]4([NH2:40])[CH2:35][C:34]5([O:36][CH2:37][CH2:38][O:39]5)[CH2:33]4)=[CH:30][CH:31]=3)=[N:9][C:10]3[CH:11]=[CH:12][N:13]4[C:19]([C:20]5[N:25]=[CH:24][CH:23]=[CH:22][N:21]=5)=[N:18][N:17]=[C:14]4[C:15]=3[CH:16]=2)[CH:6]=[CH:5][CH:4]=[CH:3][CH:2]=1. The catalyst class is: 2. (3) The catalyst class is: 1. Reactant: [CH3:1][N:2]1[CH2:7][CH2:6][N:5]([C:8]2[CH:13]=[CH:12][C:11]([N+:14]([O-:16])=[O:15])=[CH:10][CH:9]=2)[CH2:4][CH2:3]1.Cl[CH2:18][S:19]([C:22]1[C:31]2[C:26](=[CH:27][CH:28]=[CH:29][CH:30]=2)[CH:25]=[CH:24][CH:23]=1)(=[O:21])=[O:20].CC([O-])(C)C.[K+]. Product: [CH3:1][N:2]1[CH2:7][CH2:6][N:5]([C:8]2[CH:9]=[CH:10][C:11]([N+:14]([O-:16])=[O:15])=[C:12]([CH2:18][S:19]([C:22]3[C:31]4[C:26](=[CH:27][CH:28]=[CH:29][CH:30]=4)[CH:25]=[CH:24][CH:23]=3)(=[O:20])=[O:21])[CH:13]=2)[CH2:4][CH2:3]1. (4) Reactant: C([O-])([O-])=O.[K+].[K+].[C:7]([CH2:9]P(=O)(OCC)OCC)#[N:8].[CH3:18][N:19]1[CH2:24][CH2:23][C:22](=O)[CH2:21][CH2:20]1.O. Product: [CH3:18][N:19]1[CH2:24][CH2:23][C:22](=[CH:9][C:7]#[N:8])[CH2:21][CH2:20]1. The catalyst class is: 1. (5) Reactant: [Cl:1][C:2]1[CH:18]=[CH:17][C:5]([O:6][C:7]2[CH:12]=[CH:11][C:10]([C:13](=[O:15])[CH3:14])=[C:9]([CH3:16])[CH:8]=2)=[CH:4][CH:3]=1.[Br:19]Br.C([O-])(O)=O.[Na+]. Product: [Br:19][CH2:14][C:13]([C:10]1[CH:11]=[CH:12][C:7]([O:6][C:5]2[CH:17]=[CH:18][C:2]([Cl:1])=[CH:3][CH:4]=2)=[CH:8][C:9]=1[CH3:16])=[O:15]. The catalyst class is: 22. (6) Reactant: [F:1][CH:2]([F:26])[O:3][C:4]1[CH:9]=[CH:8][C:7]([N:10]2[C:14]3[CH:15]=[C:16]([C:19]4[O:20][C:21](SC)=[N:22][N:23]=4)[CH:17]=[CH:18][C:13]=3[N:12]=[CH:11]2)=[CH:6][CH:5]=1.ClCCl.Cl[C:31]1C=CC=C(C(OO)=O)C=1.[S:41]([O-:45])([O-])(=[O:43])=S.[Na+].[Na+]. Product: [F:26][CH:2]([F:1])[O:3][C:4]1[CH:9]=[CH:8][C:7]([N:10]2[C:14]3[CH:15]=[C:16]([C:19]4[O:20][C:21]([S:41]([CH3:31])(=[O:45])=[O:43])=[N:22][N:23]=4)[CH:17]=[CH:18][C:13]=3[N:12]=[CH:11]2)=[CH:6][CH:5]=1. The catalyst class is: 80. (7) The catalyst class is: 23. Reactant: Cl[CH:2]([C:7]1[CH:8]=[C:9]([C:23]2[N:28]=[C:27]([CH3:29])[N:26]=[C:25]([N:30]([CH2:40][C:41]3[CH:46]=[CH:45][C:44]([O:47][CH3:48])=[CH:43][CH:42]=3)[CH2:31][C:32]3[CH:37]=[CH:36][C:35]([O:38][CH3:39])=[CH:34][CH:33]=3)[N:24]=2)[C:10]([NH:13][C:14]2[CH:15]=[N:16][C:17]([O:21][CH3:22])=[C:18]([F:20])[CH:19]=2)=[N:11][CH:12]=1)[C:3]([F:6])([F:5])[F:4].[C:49]([N:56]1[CH2:61][CH2:60][NH:59][CH2:58][CH2:57]1)([O:51][C:52]([CH3:55])([CH3:54])[CH3:53])=[O:50].C(N(CC)CC)C. Product: [CH3:48][O:47][C:44]1[CH:43]=[CH:42][C:41]([CH2:40][N:30]([CH2:31][C:32]2[CH:33]=[CH:34][C:35]([O:38][CH3:39])=[CH:36][CH:37]=2)[C:25]2[N:26]=[C:27]([CH3:29])[N:28]=[C:23]([C:9]3[CH:8]=[C:7]([CH:2]([N:59]4[CH2:58][CH2:57][N:56]([C:49]([O:51][C:52]([CH3:55])([CH3:54])[CH3:53])=[O:50])[CH2:61][CH2:60]4)[C:3]([F:4])([F:6])[F:5])[CH:12]=[N:11][C:10]=3[NH:13][C:14]3[CH:15]=[N:16][C:17]([O:21][CH3:22])=[C:18]([F:20])[CH:19]=3)[N:24]=2)=[CH:46][CH:45]=1. (8) Reactant: [CH:1]12[O:7][CH:6]1[CH2:5][CH2:4][N:3]([C:8]([O:10][C:11]([CH3:14])([CH3:13])[CH3:12])=[O:9])[CH2:2]2.C([O-])([O-])=O.[K+].[K+].[C:21]1([OH:27])[CH:26]=[CH:25][CH:24]=[CH:23][CH:22]=1. Product: [OH:7][CH:1]1[CH:6]([O:27][C:21]2[CH:26]=[CH:25][CH:24]=[CH:23][CH:22]=2)[CH2:5][CH2:4][N:3]([C:8]([O:10][C:11]([CH3:14])([CH3:13])[CH3:12])=[O:9])[CH2:2]1. The catalyst class is: 14. (9) Reactant: [NH:1]1[CH:5]=[C:4]([B:6]2[O:14][C:11]([CH3:13])([CH3:12])[C:8]([CH3:10])([CH3:9])[O:7]2)[CH:3]=[N:2]1.[H-].[Na+].[C:17]([O:20][CH2:21][CH2:22]Br)(=[O:19])[CH3:18]. The catalyst class is: 3. Product: [C:17]([O:20][CH2:21][CH2:22][N:2]1[CH:3]=[C:4]([B:6]2[O:7][C:8]([CH3:9])([CH3:10])[C:11]([CH3:13])([CH3:12])[O:14]2)[CH:5]=[N:1]1)(=[O:19])[CH3:18]. (10) Reactant: [Cl:1][C:2]1[CH:3]=[C:4]([CH:16]=[C:17]([Cl:19])[CH:18]=1)[C:5]([CH:7]1[CH2:14][C:10]2[S:11][CH:12]=[CH:13][C:9]=2[C:8]1=O)=O.O.[NH2:21][NH2:22].C(O)(=O)C. Product: [Cl:1][C:2]1[CH:3]=[C:4]([C:5]2[C:7]3[CH2:14][C:10]4[S:11][CH:12]=[CH:13][C:9]=4[C:8]=3[NH:22][N:21]=2)[CH:16]=[C:17]([Cl:19])[CH:18]=1. The catalyst class is: 8.